From a dataset of Experimentally validated miRNA-target interactions with 360,000+ pairs, plus equal number of negative samples. Binary Classification. Given a miRNA mature sequence and a target amino acid sequence, predict their likelihood of interaction. (1) The miRNA is hsa-miR-607 with sequence GUUCAAAUCCAGAUCUAUAAC. The protein sequence of the target gene is MAVARLAAVAAWVPCRSWGWAAVPFGPHRGLSVLLARIPQRAPRWLPACRQKTSLSFLNRPDLPNLAYKKLKGKSPGIIFIPGYLSYMNGTKALAIEEFCKSLGHACIRFDYSGVGSSDGNSEESTLGKWRKDVLSIIDDLADGPQILVGSSLGGWLMLHAAIARPEKVVALIGVATAADTLVTKFNQLPVELKKEVEMKGVWSMPSKYSEEGVYNVQYSFIKEAEHHCLLHSPIPVNCPIRLLHGMKDDIVPWHTSMQVADRVLSTDVDVILRKHSDHRMREKADIQLLVYTIDDLIDK.... Result: 1 (interaction). (2) The miRNA is hsa-miR-6789-5p with sequence GUAGGGGCGUCCCGGGCGCGCGGG. The protein sequence of the target gene is MDKVCAVFGGSRGIGRAVAQLMARKGYRLAVIARNLEGAKAAAGDLGGDHLAFSCDVAKEHDVQNTFEELEKHLGRVNFLVNAAGINRDGLLVRTKTEDMVSQLHTNLLGSMLTCKAAMRTMIQQQGGSIVNVGSIVGLKGNSGQSVYSASKGGLVGFSRALAKEVARKKIRVNVVAPGFVHTDMTKDLKEEHLKKNIPLGRFGETIEVAHAVVFLLESPYITGHVLVVDGGLQLIL. Result: 0 (no interaction). (3) The miRNA is hsa-miR-7161-5p with sequence UAAAGACUGUAGAGGCAACUGGU. The protein sequence of the target gene is MTGIAAASFFSNTCRFGGCGLHFPTLADLIEHIEDNHIDTDPRVLEKQELQQPTYVALSYINRFMTDAARREQESLKKKIQPKLSLTLSSSVSRGNVSTPPRHSSGSLTPPVTPPITPSSSFRSSTPTGSEYDEEEVDYEESDSDESWTTESAISSEAILSSMCMNGGEEKPFACPVPGCKKRYKNVNGIKYHAKNGHRTQIRVRKPFKCRCGKSYKTAQGLRHHTINFHPPVSAEMIRKMQQ. Result: 0 (no interaction). (4) The miRNA is hsa-miR-432-3p with sequence CUGGAUGGCUCCUCCAUGUCU. The protein sequence of the target gene is MGIRGMLRAAVILLLIRTWLAEGNYPSPIPKFHFEFSSAVPEVVLNLFNCKNCANEAVVQKILDRVLSRYDVRLRPNFGGAPVPVRISIYVTSIEQISEMNMDYTITMFFHQTWKDSRLAYYETTLNLTLDYRMHEKLWVPDCYFLNSKDAFVHDVTVENRVFQLHPDGTVRYGIRLTTTAACSLDLHKFPMDKQACNLVVESYGYTVEDIILFWDDNGNAIHMTEELHIPQFTFLGRTITSKEVYFYTGSYIRLILKFQVQREVNSYLVQVYWPTVLTTITSWISFWMNYDSSAARVTI.... Result: 1 (interaction). (5) The miRNA is cel-miR-40-3p with sequence UCACCGGGUGUACAUCAGCUAA. The protein sequence of the target gene is MATALSEEELDNEDYYSLLNVRREASSEELKAAYRRLCMLYHPDKHRDPELKSQAERLFNLVHQAYEVLSDPQTRAIYDIYGKRGLEMEGWEVVERRRTPAEIREEFERLQREREERRLQQRTNPKGTISVGVDATDLFDRYDEEYEDVSGSSFPQIEINKMHISQSIEAPLTATDTAILSGSLSTQNGNGGGSINFALRRVTSAKGWGELEFGAGDLQGPLFGLKLFRNLTPRCFVTTNCALQFSSRGIRPGLTTVLARNLDKNTVGYLQWRWGIQSAMNTSIVRDTKTSHFTVALQLG.... Result: 0 (no interaction). (6) The miRNA is mmu-miR-1839-5p with sequence AAGGUAGAUAGAACAGGUCUUG. The protein sequence of the target gene is MTQKGSMKPVKKKKTEEPELEPLCCCEYIDRNGEKNHVATCLCDCQDLDEGCDRWITCKSLQPETCERIMDTISDRLRIPWLRGAKKVNISIIPPLVLLPVFLHVASWHFLLGVVVLTSLPVLALWYYYLTHRRKEQTLFFLSLGLFSLGYMYYVFLQEVVPKGRVGPVQLAVLTCGLFLILLALHRAKKNPGYLSNPASGDRSLSSSQLECLSRKGQEKTKGFPGADMSGSLNNRTTKDDPKGSSKMPAGSPTKAKEDWCAKCQLVRPARAWHCRICGICVRRMDHHCVWINSCVGESN.... Result: 0 (no interaction). (7) The miRNA is hsa-miR-924 with sequence AGAGUCUUGUGAUGUCUUGC. The protein sequence of the target gene is MADNEKLDNQRLKNFKNKGRDLETMRRQRNEVVVELRKNKRDEHLLKRRNVPHEDICEDSDIDGDYRVQNTSLEAIVQNASSDNQGIQLSAVQAARKLLSSDRNPPIDDLIKSGILPILVHCLERDDNPSLQFEAAWALTNIASGTSEQTQAVVQSNAVPLFLRLLHSPHQNVCEQAVWALGNIIGDGPQCRDYVISLGVVKPLLSFISPSIPITFLRNVTWVMVNLCRHKDPPPPMETIQEILPALCVLIHHTDVNILVDTVWALSYLTDAGNEQIQMVIDSGIVPHLVPLLSHQEVKV.... Result: 1 (interaction).